From a dataset of Reaction yield outcomes from USPTO patents with 853,638 reactions. Predict the reaction yield, written as a fraction of the theoretical maximum amount of product (1.0 means a 100% yield; for example, 0.34 means a 34% yield). (1) The product is [ClH:37].[ClH:37].[ClH:37].[NH2:29][C:24]1[CH:25]=[CH:26][CH:27]=[CH:28][C:23]=1[NH:22][C:20]([C:17]1[CH:16]=[N:15][C:14]([N:11]2[CH2:10][CH2:9][NH:8][CH2:13][CH2:12]2)=[CH:19][N:18]=1)=[O:21]. The catalyst is O1CCOCC1.C(OCC)C. The reactants are C(OC([N:8]1[CH2:13][CH2:12][N:11]([C:14]2[CH:19]=[N:18][C:17]([C:20]([NH:22][C:23]3[CH:28]=[CH:27][CH:26]=[CH:25][C:24]=3[NH:29]C(OC(C)(C)C)=O)=[O:21])=[CH:16][N:15]=2)[CH2:10][CH2:9]1)=O)(C)(C)C.[ClH:37]. The yield is 0.870. (2) The reactants are [CH2:1]([O:3][C:4]([C:6]1[CH:7]=[N:8][N:9]([C:11]2[N:15](COCCOC)[C:14]3[CH:22]=[C:23]([S:27]([CH:30]([CH3:32])[CH3:31])(=[O:29])=[O:28])[C:24]([Cl:26])=[CH:25][C:13]=3[N:12]=2)[CH:10]=1)=[O:5])[CH3:2].Cl.C(OCC)C. The catalyst is C(O)C.O1CCOCC1. The product is [CH2:1]([O:3][C:4]([C:6]1[CH:7]=[N:8][N:9]([C:11]2[NH:15][C:14]3[CH:22]=[C:23]([S:27]([CH:30]([CH3:31])[CH3:32])(=[O:29])=[O:28])[C:24]([Cl:26])=[CH:25][C:13]=3[N:12]=2)[CH:10]=1)=[O:5])[CH3:2]. The yield is 0.920. (3) The reactants are [Br:1][C:2]1[C:3](F)=[C:4]2[C:10]([NH:11][C:12](=[O:20])[C:13]3[CH:18]=[CH:17][CH:16]=[C:15]([F:19])[CH:14]=3)=[CH:9][NH:8][C:5]2=[N:6][CH:7]=1.[NH:22]1[CH2:27][CH2:26][CH2:25][C@@H:24]([NH:28][C:29](=[O:35])[O:30][C:31]([CH3:34])([CH3:33])[CH3:32])[CH2:23]1.CC#N.O. The catalyst is CCCCO. The product is [Br:1][C:2]1[C:3]([N:22]2[CH2:27][CH2:26][CH2:25][C@@H:24]([NH:28][C:29](=[O:35])[O:30][C:31]([CH3:33])([CH3:32])[CH3:34])[CH2:23]2)=[C:4]2[C:10]([NH:11][C:12](=[O:20])[C:13]3[CH:18]=[CH:17][CH:16]=[C:15]([F:19])[CH:14]=3)=[CH:9][NH:8][C:5]2=[N:6][CH:7]=1. The yield is 0.270. (4) The reactants are Cl.[NH2:2]O.[CH3:4][CH:5]([CH3:16])[C:6](=[O:15])[CH2:7][C:8](=O)[C:9]([O:11][CH2:12][CH3:13])=[O:10]. The catalyst is CCO. The product is [CH:5]([C:6]1[O:15][N:2]=[C:8]([C:9]([O:11][CH2:12][CH3:13])=[O:10])[CH:7]=1)([CH3:16])[CH3:4]. The yield is 0.980.